This data is from Forward reaction prediction with 1.9M reactions from USPTO patents (1976-2016). The task is: Predict the product of the given reaction. (1) Given the reactants C([O:8][C:9]1[CH:14]=[CH:13][C:12]([C:15](=[O:22])[CH2:16][C:17](OCC)=O)=[CH:11][C:10]=1[CH3:23])C1C=CC=CC=1.ClC[C:26]1[S:30][C:29]([C:31]2[CH:36]=[CH:35][C:34]([C:37]([F:40])([F:39])[F:38])=[CH:33][CH:32]=2)=[N:28][C:27]=1[CH:41]([CH3:43])[CH3:42], predict the reaction product. The product is: [OH:8][C:9]1[CH:14]=[CH:13][C:12]([C:15](=[O:22])[CH2:16][CH2:17][C:26]2[S:30][C:29]([C:31]3[CH:32]=[CH:33][C:34]([C:37]([F:40])([F:39])[F:38])=[CH:35][CH:36]=3)=[N:28][C:27]=2[CH:41]([CH3:43])[CH3:42])=[CH:11][C:10]=1[CH3:23]. (2) Given the reactants [CH3:1][C:2]([C:4]1[CH:9]=[CH:8][C:7]([S:10]([CH3:13])(=[O:12])=[O:11])=[CH:6][CH:5]=1)=[O:3], predict the reaction product. The product is: [CH3:1][C@H:2]([C:4]1[CH:5]=[CH:6][C:7]([S:10]([CH3:13])(=[O:12])=[O:11])=[CH:8][CH:9]=1)[OH:3].